This data is from Reaction yield outcomes from USPTO patents with 853,638 reactions. The task is: Predict the reaction yield, written as a fraction of the theoretical maximum amount of product (1.0 means a 100% yield; for example, 0.34 means a 34% yield). (1) The reactants are [Cl:1][C:2]1[C:3]([F:28])=[C:4]([CH:8]2[C:12]([C:15]3[CH:20]=[CH:19][C:18]([Cl:21])=[CH:17][C:16]=3[F:22])([C:13]#[N:14])[CH:11]([CH2:23][C:24]([CH3:27])([CH3:26])[CH3:25])[CH2:10][NH:9]2)[CH:5]=[CH:6][CH:7]=1.[C:29](Cl)(Cl)=[O:30].C(N(CC)CC)C.[CH2:40]([N:42]1[CH2:47][CH2:46][NH:45][CH2:44][CH2:43]1)[CH3:41]. The catalyst is C(Cl)Cl. The product is [Cl:1][C:2]1[C:3]([F:28])=[C:4]([CH:8]2[C:12]([C:15]3[CH:20]=[CH:19][C:18]([Cl:21])=[CH:17][C:16]=3[F:22])([C:13]#[N:14])[CH:11]([CH2:23][C:24]([CH3:25])([CH3:27])[CH3:26])[CH2:10][N:9]2[C:29]([N:45]2[CH2:46][CH2:47][N:42]([CH2:40][CH3:41])[CH2:43][CH2:44]2)=[O:30])[CH:5]=[CH:6][CH:7]=1. The yield is 0.304. (2) The reactants are [H-].[Na+].[NH:3]1[CH:7]=[N:6][CH:5]=[N:4]1.[C:8]([O:12][C:13]([NH:15][C@H:16]1[CH2:21][CH2:20][C@H:19](OS(C)(=O)=O)[CH2:18][CH2:17]1)=[O:14])([CH3:11])([CH3:10])[CH3:9]. The catalyst is CN(C=O)C. The product is [C:8]([O:12][C:13](=[O:14])[NH:15][C@H:16]1[CH2:17][CH2:18][C@@H:19]([N:3]2[CH:7]=[N:6][CH:5]=[N:4]2)[CH2:20][CH2:21]1)([CH3:11])([CH3:9])[CH3:10]. The yield is 0.490. (3) The reactants are Cl[C:2]1[N:7]=[CH:6][C:5]([C:8]2[N:9]=[C:10]([CH2:13][CH2:14][CH2:15][CH2:16][NH2:17])[NH:11][CH:12]=2)=[CH:4][CH:3]=1.[Cl:18]C1C=CN=CC=1C1N=CN(CN2C(=O)C3C(=CC=CC=3)C2=O)C=1.NN. The catalyst is C(O)C. The product is [Cl:18][C:4]1[CH:3]=[CH:2][N:7]=[CH:6][C:5]=1[C:8]1[N:9]=[C:10]([CH2:13][CH2:14][CH2:15][CH2:16][NH2:17])[NH:11][CH:12]=1. The yield is 0.940.